From a dataset of Catalyst prediction with 721,799 reactions and 888 catalyst types from USPTO. Predict which catalyst facilitates the given reaction. (1) Reactant: Br[CH2:2][C:3]([C:5]1[CH:10]=[CH:9][C:8]([CH3:11])=[C:7]([Br:12])[CH:6]=1)=O.[NH2:13][C:14]([NH2:16])=[S:15]. Product: [Br:12][C:7]1[CH:6]=[C:5]([C:3]2[N:13]=[C:14]([NH2:16])[S:15][CH:2]=2)[CH:10]=[CH:9][C:8]=1[CH3:11]. The catalyst class is: 14. (2) Reactant: C(O[C@H:5]1[C@H:9]([O:10]C(=O)C2C=CC=CC=2)[C@H:8]([CH2:19][O:20]C(=O)C2C=CC=CC=2)[O:7][C@@H:6]1[N:29]1[CH:37]=[N:36][C:35]2[C:30]1=[N:31][CH:32]=[N:33][C:34]=2[NH2:38])(=O)C. Product: [CH2:5]1[C@@H:6]([N:29]2[C:30]3[N:31]=[CH:32][N:33]=[C:34]([NH2:38])[C:35]=3[N:36]=[CH:37]2)[O:7][C@@H:8]([CH2:19][OH:20])[C@@H:9]1[OH:10]. The catalyst class is: 15. (3) Reactant: [OH:1][C@H:2]1[CH2:6][CH2:5][N:4]([C:7]([O:9][C:10]([CH3:13])([CH3:12])[CH3:11])=[O:8])[CH2:3]1.C(N(CC)CC)C.[CH3:21][S:22](Cl)(=[O:24])=[O:23].O. Product: [CH3:21][S:22]([O:1][C@H:2]1[CH2:6][CH2:5][N:4]([C:7]([O:9][C:10]([CH3:13])([CH3:12])[CH3:11])=[O:8])[CH2:3]1)(=[O:24])=[O:23]. The catalyst class is: 2. (4) Reactant: [Br:1][C:2]1[CH:7]=[C:6]([C:8]([F:11])([F:10])[F:9])[CH:5]=[CH:4][C:3]=1[C:12]1[C:21]2[C:16](=[CH:17][C:18]([S:22]([N:25](CC3C=CC(OC)=CC=3OC)[C:26]3[S:27][CH:28]=[CH:29][N:30]=3)(=[O:24])=[O:23])=[CH:19][CH:20]=2)[CH:15]=[CH:14][N:13]=1.C(O)(C(F)(F)F)=O. Product: [Br:1][C:2]1[CH:7]=[C:6]([C:8]([F:9])([F:11])[F:10])[CH:5]=[CH:4][C:3]=1[C:12]1[C:21]2[C:16](=[CH:17][C:18]([S:22]([NH:25][C:26]3[S:27][CH:28]=[CH:29][N:30]=3)(=[O:24])=[O:23])=[CH:19][CH:20]=2)[CH:15]=[CH:14][N:13]=1. The catalyst class is: 2. (5) The catalyst class is: 264. Reactant: [NH2:1][C:2]1[CH:15]=[CH:14][C:5]([C:6]([NH:8][CH2:9][CH2:10][CH:11]([CH3:13])[CH3:12])=[O:7])=[CH:4][CH:3]=1.[CH2:31]1[C:32](=O)[N:27](OC(O[N:27]2[C:32](=O)[CH2:31][CH2:30][C:28]2=[O:29])=O)[C:28](=[O:29])[CH2:30]1.N1C=CC=CC=1.C(N(C(C)C)CC)(C)C.[N:49]1[CH:50]=[CH:51][N:52]2[CH:57]=C(N)C=C[C:53]=12. Product: [N:49]1[CH:50]=[CH:51][N:52]2[CH:57]=[C:32]([NH:27][C:28]([NH:1][C:2]3[CH:3]=[CH:4][C:5]([C:6]([NH:8][CH2:9][CH2:10][CH:11]([CH3:12])[CH3:13])=[O:7])=[CH:14][CH:15]=3)=[O:29])[CH:31]=[CH:30][C:53]=12. (6) Reactant: [H-].[Na+].[C:3](=[O:8])([O:6][CH3:7])OC.[CH3:9][C:10]1([CH3:17])[CH2:15][CH2:14][CH2:13][C:12](=[O:16])[CH2:11]1.[Cl-].[NH4+]. Product: [CH3:9][C:10]1([CH3:17])[CH2:15][CH2:14][CH:13]([C:3]([O:6][CH3:7])=[O:8])[C:12](=[O:16])[CH2:11]1. The catalyst class is: 1. (7) Reactant: [OH:1][NH:2][C:3](=[O:28])[C:4]1[CH:9]=[CH:8][C:7]([O:10][CH2:11][CH2:12][NH:13][C:14]([C:16]2[O:17][C:18]3[CH:27]=[CH:26][CH:25]=[CH:24][C:19]=3[C:20]=2[N:21]([CH3:23])[CH3:22])=[O:15])=[CH:6][CH:5]=1.[ClH:29].O. Product: [ClH:29].[OH:1][NH:2][C:3](=[O:28])[C:4]1[CH:9]=[CH:8][C:7]([O:10][CH2:11][CH2:12][NH:13][C:14]([C:16]2[O:17][C:18]3[CH:27]=[CH:26][CH:25]=[CH:24][C:19]=3[C:20]=2[N:21]([CH3:23])[CH3:22])=[O:15])=[CH:6][CH:5]=1. The catalyst class is: 41. (8) Reactant: [CH2:1]1[C:9]2[C:4](=[CH:5][CH:6]=[CH:7][CH:8]=2)[CH2:3][CH:2]1[CH:10]([C:12]1[O:13][CH:14]=[CH:15][N:16]=1)[OH:11].[CH3:17][C:18]([Si:21](Cl)([CH3:23])[CH3:22])([CH3:20])[CH3:19].N1C=CN=C1. Product: [Si:21]([O:11][CH:10]([CH:2]1[CH2:3][C:4]2[C:9](=[CH:8][CH:7]=[CH:6][CH:5]=2)[CH2:1]1)[C:12]1[O:13][CH:14]=[CH:15][N:16]=1)([C:18]([CH3:20])([CH3:19])[CH3:17])([CH3:23])[CH3:22]. The catalyst class is: 31. (9) Reactant: Cl.[F:2][CH:3]([C:11]1[CH:20]=[CH:19][C:14]2[C:15](=[O:18])[O:16][CH2:17][C:13]=2[C:12]=1[CH3:21])[CH2:4][N:5]1[CH2:10][CH2:9][NH:8][CH2:7][CH2:6]1.[CH3:22][O:23][C:24]1[CH:31]=[C:30]([CH2:32][CH:33]=O)[CH:29]=[CH:28][C:25]=1[C:26]#[N:27].C([BH3-])#N.[Na+].CO. Product: [F:2][CH:3]([C:11]1[CH:20]=[CH:19][C:14]2[C:15](=[O:18])[O:16][CH2:17][C:13]=2[C:12]=1[CH3:21])[CH2:4][N:5]1[CH2:10][CH2:9][N:8]([CH2:33][CH2:32][C:30]2[CH:29]=[CH:28][C:25]([C:26]#[N:27])=[C:24]([O:23][CH3:22])[CH:31]=2)[CH2:7][CH2:6]1. The catalyst class is: 52.